This data is from Catalyst prediction with 721,799 reactions and 888 catalyst types from USPTO. The task is: Predict which catalyst facilitates the given reaction. (1) Reactant: Cl[C:2]1[N:7]=[C:6]([NH:8][C@H:9]([CH3:13])[C:10]([NH2:12])=[O:11])[CH:5]=[N:4][C:3]=1[C:14]#[N:15].[NH2:16][C:17]1[CH:18]=[C:19]2[C:24](=[CH:25][CH:26]=1)[N:23]=[CH:22][CH:21]=[CH:20]2.C([O-])([O-])=O.[K+].[K+].C1C=CC(P(C2C(C3C(P(C4C=CC=CC=4)C4C=CC=CC=4)=CC=C4C=3C=CC=C4)=C3C(C=CC=C3)=CC=2)C2C=CC=CC=2)=CC=1. Product: [C:14]([C:3]1[N:4]=[CH:5][C:6]([NH:8][C@H:9]([CH3:13])[C:10]([NH2:12])=[O:11])=[N:7][C:2]=1[NH:16][C:17]1[CH:18]=[C:19]2[C:24](=[CH:25][CH:26]=1)[N:23]=[CH:22][CH:21]=[CH:20]2)#[N:15]. The catalyst class is: 231. (2) Reactant: [C:1]([C:3]1([C:6]([OH:8])=O)[CH2:5][CH2:4]1)#[N:2].CCN(C(C)C)C(C)C.CN(C(ON1N=NC2C=CC=NC1=2)=[N+](C)C)C.F[P-](F)(F)(F)(F)F.Cl.[CH2:43]([O:45][C:46]1[CH:51]=[CH:50][C:49]([CH:52]2[CH2:57][CH2:56][N:55]([C:58]3[CH:63]=[CH:62][C:61]([C@@H:64]([NH2:66])[CH3:65])=[CH:60][CH:59]=3)[CH2:54][CH2:53]2)=[CH:48][CH:47]=1)[CH3:44]. The catalyst class is: 3. Product: [CH2:43]([O:45][C:46]1[CH:47]=[CH:48][C:49]([CH:52]2[CH2:53][CH2:54][N:55]([C:58]3[CH:59]=[CH:60][C:61]([C@@H:64]([NH:66][C:6]([C:3]4([C:1]#[N:2])[CH2:5][CH2:4]4)=[O:8])[CH3:65])=[CH:62][CH:63]=3)[CH2:56][CH2:57]2)=[CH:50][CH:51]=1)[CH3:44]. (3) Reactant: [Br:1][C:2]1[CH:22]=[CH:21][C:5]2[NH:6][C:7]([CH2:9][O:10][C:11]3[CH:16]=[CH:15][C:14]([C:17]([F:20])([F:19])[F:18])=[CH:13][CH:12]=3)=[N:8][C:4]=2[CH:3]=1.[CH3:23][C:24]([O:27][C:28](O[C:28]([O:27][C:24]([CH3:26])([CH3:25])[CH3:23])=[O:29])=[O:29])([CH3:26])[CH3:25].CCN(CC)CC. Product: [C:24]([O:27][C:28]([N:6]1[C:5]2[CH:21]=[CH:22][C:2]([Br:1])=[CH:3][C:4]=2[N:8]=[C:7]1[CH2:9][O:10][C:11]1[CH:12]=[CH:13][C:14]([C:17]([F:19])([F:20])[F:18])=[CH:15][CH:16]=1)=[O:29])([CH3:26])([CH3:25])[CH3:23]. The catalyst class is: 79. (4) Reactant: C[Si](C)(C)[C:3]#[C:4][C:5]1[CH:14]=[CH:13][C:12]2[C:7](=[CH:8][CH:9]=[C:10]([C:15]#[C:16][Si](C)(C)C)[CH:11]=2)[CH:6]=1.C([O-])([O-])=O.[K+].[K+].C(Cl)Cl. Product: [C:15]([C:10]1[CH:9]=[CH:8][C:7]2[C:12](=[CH:13][CH:14]=[C:5]([C:4]#[CH:3])[CH:6]=2)[CH:11]=1)#[CH:16]. The catalyst class is: 5. (5) Reactant: [CH3:1][S:2]([CH2:5][C:6](=O)[CH3:7])(=[O:4])=[O:3].[ClH:9].[CH2:10]([NH:17][NH2:18])[C:11]1[CH:16]=[CH:15][CH:14]=[CH:13][CH:12]=1. Product: [ClH:9].[CH2:10]([NH:17][N:18]=[C:6]([CH3:7])[CH2:5][S:2]([CH3:1])(=[O:4])=[O:3])[C:11]1[CH:16]=[CH:15][CH:14]=[CH:13][CH:12]=1. The catalyst class is: 5. (6) Reactant: [O:1]=[C:2]1[O:8][C@H:7]([C@H:9]([CH2:11][OH:12])[OH:10])[C:5]([OH:6])=[C:3]1[OH:4].[CH3:13][C:14]([CH2:20][CH2:21][CH2:22][CH:23]([CH3:30])[CH2:24][CH2:25][CH2:26][CH:27]([CH3:29])[CH3:28])=[CH:15][C:16](OC)=[O:17].O. Product: [CH3:13][C:14]([CH2:20][CH2:21][CH2:22][CH:23]([CH3:30])[CH2:24][CH2:25][CH2:26][CH:27]([CH3:29])[CH3:28])=[CH:15][C:16]([O:4][C:3]1[C:2]([O:8][C@H:7]([C@H:9]([CH2:11][OH:12])[OH:10])[C:5]=1[OH:6])=[O:1])=[O:17]. The catalyst class is: 65.